Regression/Classification. Given a drug SMILES string, predict its absorption, distribution, metabolism, or excretion properties. Task type varies by dataset: regression for continuous measurements (e.g., permeability, clearance, half-life) or binary classification for categorical outcomes (e.g., BBB penetration, CYP inhibition). For this dataset (solubility_aqsoldb), we predict Y. From a dataset of Aqueous solubility values for 9,982 compounds from the AqSolDB database. (1) The molecule is O=C(O)CC[Se][Se]CCC(=O)O. The Y is -2.27 log mol/L. (2) The compound is CCCCOCCOCCOC(=O)CCCCC(=O)OCCOCCOCCCC. The Y is -2.88 log mol/L. (3) The Y is -0.974 log mol/L. The compound is CCN(CC)C(C#N)c1ccccc1. (4) The compound is Nc1ccc(Nc2ccccc2)c(S(=O)(=O)[O-])c1.Nc1ccc([N+](=O)[O-])cc1.Nc1cccc(S(=O)(=O)[O-])c1.O=C1C=C/C(=N/Nc2cc([N+](=O)[O-])cc([N+](=O)[O-])c2O)C(O)=C1.[Fe].[Na+].[Na+]. The Y is -2.53 log mol/L. (5) The compound is CN(N=O)C(N)=O. The Y is -0.855 log mol/L. (6) The compound is CCCCS(=O)(=O)C(S(=O)(=O)CCCC)S(=O)(=O)CCCC. The Y is -2.97 log mol/L. (7) The drug is O=C1c2ccccc2C(=O)c2c(O)ccc(O)c21. The Y is -6.25 log mol/L.